Dataset: Cav3 T-type calcium channel HTS with 100,875 compounds. Task: Binary Classification. Given a drug SMILES string, predict its activity (active/inactive) in a high-throughput screening assay against a specified biological target. (1) The drug is s1c(C(N(c2cc3OCCOc3cc2)C(=O)c2occc2)C(=O)NC2CCCCC2)ccc1. The result is 0 (inactive). (2) The compound is S(=O)(=O)(N(c1c2c(c3oc(sc3c1)=O)cccc2)C(=O)C(C)C)c1sccc1. The result is 0 (inactive). (3) The molecule is Clc1cc(N2C(N3C(CCC3)C2=O)c2c(F)cccc2)ccc1. The result is 0 (inactive). (4) The drug is s1c(C(=O)N2CCC(CC2)C(=O)NCCc2ccc(cc2)C)c(n2cccc2)cc1. The result is 0 (inactive). (5) The molecule is S=c1n(CCCC(=O)Nc2ccc(OC)cc2)c(=O)c2c([nH]1)cccc2. The result is 0 (inactive). (6) The result is 0 (inactive). The molecule is O=C(Nc1cc2c(cc1)C(=O)N(C2=O)C)C1CCCCC1. (7) The compound is Clc1ccc(SCCCCn2ncnc2)cc1. The result is 0 (inactive). (8) The result is 0 (inactive). The molecule is Oc1c(CN2CCCCC2)c2nc[nH]c2cc1. (9) The molecule is Fc1ccc(c2nc(on2)C2CCN(CC2)C(=O)c2occc2)cc1. The result is 0 (inactive). (10) The molecule is O(c1ccc(C(=O)Nc2c(cccc2)C(=O)N\N=C\c2c3c(ccc2)cccc3)cc1)C. The result is 0 (inactive).